This data is from Forward reaction prediction with 1.9M reactions from USPTO patents (1976-2016). The task is: Predict the product of the given reaction. (1) Given the reactants [C:1]([N:5]1[C:9]([C:10]2[CH:15]=[CH:14][C:13]([F:16])=[CH:12][CH:11]=2)=[C:8]([C:17]2[S:18][CH:19]=[C:20]([CH:22]([CH2:28][C:29]3[CH:34]=[CH:33][CH:32]=[CH:31][CH:30]=3)[C:23]([O:25]CC)=[O:24])[N:21]=2)[CH:7]=[N:6]1)([CH3:4])([CH3:3])[CH3:2].[OH-].[Na+], predict the reaction product. The product is: [C:1]([N:5]1[C:9]([C:10]2[CH:11]=[CH:12][C:13]([F:16])=[CH:14][CH:15]=2)=[C:8]([C:17]2[S:18][CH:19]=[C:20]([CH:22]([CH2:28][C:29]3[CH:30]=[CH:31][CH:32]=[CH:33][CH:34]=3)[C:23]([OH:25])=[O:24])[N:21]=2)[CH:7]=[N:6]1)([CH3:4])([CH3:2])[CH3:3]. (2) Given the reactants [Br:1][C:2]1[C:3]([Cl:9])=[N:4][CH:5]=[CH:6][C:7]=1[NH2:8].[I:10]N1C(=O)CCC1=O, predict the reaction product. The product is: [Br:1][C:2]1[C:3]([Cl:9])=[N:4][CH:5]=[C:6]([I:10])[C:7]=1[NH2:8]. (3) Given the reactants [CH3:1][C:2]1[CH:3]=[C:4]([N+:10]([O-:12])=[O:11])[C:5](O)=[N:6][C:7]=1[CH3:8].P(Cl)(Cl)([Cl:15])=O, predict the reaction product. The product is: [Cl:15][C:5]1[C:4]([N+:10]([O-:12])=[O:11])=[CH:3][C:2]([CH3:1])=[C:7]([CH3:8])[N:6]=1. (4) Given the reactants [N+:1]([C:4]1[CH:17]=[CH:16][C:7]([O:8][CH2:9][C:10]2[CH:15]=[CH:14][CH:13]=[CH:12][N:11]=2)=[CH:6][CH:5]=1)([O-])=O.[NH4+].[Cl-], predict the reaction product. The product is: [NH2:1][C:4]1[CH:17]=[CH:16][C:7]([O:8][CH2:9][C:10]2[CH:15]=[CH:14][CH:13]=[CH:12][N:11]=2)=[CH:6][CH:5]=1.